Dataset: Forward reaction prediction with 1.9M reactions from USPTO patents (1976-2016). Task: Predict the product of the given reaction. (1) The product is: [N:3]1[N:2]([C:6]2[CH:14]=[CH:13][CH:12]=[CH:11][C:7]=2[C:8]([N:63]2[CH:61]3[CH2:60][CH2:59][CH:58]2[CH:57]([NH:56][C:53]2[CH:52]=[N:51][C:50]([C:49]([F:64])([F:48])[F:65])=[CH:55][N:54]=2)[CH2:62]3)=[O:10])[N:1]=[CH:5][CH:4]=1. Given the reactants [N:1]1[N:2]([C:6]2[CH:14]=[CH:13][CH:12]=[CH:11][C:7]=2[C:8]([OH:10])=O)[N:3]=[CH:4][CH:5]=1.CCN(C(C)C)C(C)C.CN(C(ON1N=NC2C=CC=CC1=2)=[N+](C)C)C.F[P-](F)(F)(F)(F)F.[F:48][C:49]([F:65])([F:64])[C:50]1[N:51]=[CH:52][C:53]([NH:56][CH:57]2[CH2:62][CH:61]3[NH:63][CH:58]2[CH2:59][CH2:60]3)=[N:54][CH:55]=1.C([O-])(O)=O.[Na+], predict the reaction product. (2) Given the reactants [F:1][C:2]1([F:17])[CH2:7][CH2:6][N:5]([C:8]2[C:13]([F:14])=[CH:12][N:11]=[C:10]([C:15]#[N:16])[CH:9]=2)[CH2:4][CH2:3]1.[ClH:18], predict the reaction product. The product is: [ClH:18].[F:17][C:2]1([F:1])[CH2:7][CH2:6][N:5]([C:8]2[C:13]([F:14])=[CH:12][N:11]=[C:10]([CH2:15][NH2:16])[CH:9]=2)[CH2:4][CH2:3]1. (3) Given the reactants [Br:1][CH2:2][C:3](Br)=[O:4].[CH2:6]([NH:8][CH2:9][CH3:10])[CH3:7].C(N(C(C)C)C(C)C)C.O, predict the reaction product. The product is: [Br:1][CH2:2][C:3]([N:8]([CH2:9][CH3:10])[CH2:6][CH3:7])=[O:4]. (4) Given the reactants FC1C=CC=C(C)N=1.[CH2:9]1[C:14](=[O:15])[N:13]([Cl:16])[C:11](=[O:12])[CH2:10]1.C(OOC(=O)C1C=CC=CC=1)(=O)C1C=CC=CC=1, predict the reaction product. The product is: [CH2:9]1[C:14](=[O:15])[N:13]([Cl:16])[C:11](=[O:12])[CH2:10]1.[Cl-:16].